From a dataset of Catalyst prediction with 721,799 reactions and 888 catalyst types from USPTO. Predict which catalyst facilitates the given reaction. (1) Reactant: C[O:2][C:3](=O)[CH2:4][C:5]([C:8]([F:11])([F:10])[F:9])([OH:7])[CH3:6].[OH-].[NH4+:14]. Product: [F:9][C:8]([F:11])([F:10])[C:5]([OH:7])([CH3:6])[CH2:4][C:3]([NH2:14])=[O:2]. The catalyst class is: 5. (2) Reactant: CS(O[C@@H:6]([CH2:23][C:24]1[CH:29]=[C:28]([F:30])[C:27]([F:31])=[CH:26][C:25]=1[F:32])[CH2:7][C:8]([N:10]1[CH2:15][CH2:14][N:13]2[C:16]([C:19]([F:22])([F:21])[F:20])=[N:17][N:18]=[C:12]2[CH2:11]1)=[O:9])(=O)=O.CN(C)C=O.[N-:38]=[N+:39]=[N-:40].[Na+]. Product: [N:38]([C@H:6]([CH2:23][C:24]1[CH:29]=[C:28]([F:30])[C:27]([F:31])=[CH:26][C:25]=1[F:32])[CH2:7][C:8]([N:10]1[CH2:15][CH2:14][N:13]2[C:16]([C:19]([F:22])([F:21])[F:20])=[N:17][N:18]=[C:12]2[CH2:11]1)=[O:9])=[N+:39]=[N-:40]. The catalyst class is: 6.